This data is from Full USPTO retrosynthesis dataset with 1.9M reactions from patents (1976-2016). The task is: Predict the reactants needed to synthesize the given product. (1) Given the product [OH:13][C:10]1[CH:19]=[CH:18][N:2]=[C:1]([C:4]2[CH:9]=[CH:8][CH:7]=[CH:6][N:5]=2)[N:3]=1, predict the reactants needed to synthesize it. The reactants are: [C:1]([C:4]1[CH:9]=[CH:8][CH:7]=[CH:6][N:5]=1)(=[NH:3])[NH2:2].[C:10](=[O:13])([O-])[O-].[Na+].[Na+].[OH-].[K+].[CH2:18]([O-])[CH3:19].[Na+].C[O-].[Na+].C([O-])(C)(C)C.[K+]. (2) Given the product [C:17]([O:20][C@H:21]([C:50]1[CH:55]=[CH:54][C:53]([F:56])=[CH:52][CH:51]=1)[CH2:22][CH2:23][C@@H:24]1[C@@H:27]([C:28]2[CH:29]=[CH:30][C:31]([O:34][S:35]([C:38]([F:39])([F:40])[F:41])(=[O:37])=[O:36])=[CH:32][CH:33]=2)[N:26]([C:42]2[CH:47]=[CH:46][C:45]([C:3]#[C:2][CH2:1][CH:4]([CH2:11][NH:12][S:13]([CH3:16])(=[O:14])=[O:15])[CH2:5][NH:6][S:7]([CH3:10])(=[O:8])=[O:9])=[CH:44][CH:43]=2)[C:25]1=[O:49])(=[O:19])[CH3:18], predict the reactants needed to synthesize it. The reactants are: [CH2:1]([CH:4]([CH2:11][NH:12][S:13]([CH3:16])(=[O:15])=[O:14])[CH2:5][NH:6][S:7]([CH3:10])(=[O:9])=[O:8])[C:2]#[CH:3].[C:17]([O:20][C@H:21]([C:50]1[CH:55]=[CH:54][C:53]([F:56])=[CH:52][CH:51]=1)[CH2:22][CH2:23][C@@H:24]1[C@@H:27]([C:28]2[CH:33]=[CH:32][C:31]([O:34][S:35]([C:38]([F:41])([F:40])[F:39])(=[O:37])=[O:36])=[CH:30][CH:29]=2)[N:26]([C:42]2[CH:47]=[CH:46][C:45](I)=[CH:44][CH:43]=2)[C:25]1=[O:49])(=[O:19])[CH3:18]. (3) Given the product [C:25]([O:24][C:22]([N:18]1[CH2:19][CH2:20][CH2:21][CH:17]1[C:12]1[O:13][C:14](=[O:16])[O:15][C:11]=1[C:9]([OH:10])=[O:8])=[O:23])([CH3:28])([CH3:26])[CH3:27], predict the reactants needed to synthesize it. The reactants are: C([O:8][C:9]([C:11]1[O:15][C:14](=[O:16])[O:13][C:12]=1[CH:17]1[CH2:21][CH2:20][CH2:19][N:18]1[C:22]([O:24][C:25]([CH3:28])([CH3:27])[CH3:26])=[O:23])=[O:10])C1C=CC=CC=1.[H][H]. (4) Given the product [C:11]([C:15]1[CH:20]=[CH:19][C:18]([S:21]([NH:10][C:7]2[CH:8]=[C:9]3[C:4]([CH:3]=[N:2][NH:1]3)=[CH:5][CH:6]=2)(=[O:23])=[O:22])=[CH:17][CH:16]=1)([CH3:14])([CH3:12])[CH3:13], predict the reactants needed to synthesize it. The reactants are: [NH:1]1[C:9]2[C:4](=[CH:5][CH:6]=[C:7]([NH2:10])[CH:8]=2)[CH:3]=[N:2]1.[C:11]([C:15]1[CH:20]=[CH:19][C:18]([S:21](Cl)(=[O:23])=[O:22])=[CH:17][CH:16]=1)([CH3:14])([CH3:13])[CH3:12]. (5) The reactants are: [N+:1]([C:4]1[CH:9]=[CH:8][CH:7]=[C:6]([N+:10]([O-])=O)[C:5]=1[CH:13]=[CH2:14])([O-:3])=[O:2].C(O)C.O.O.O.O.O.O.O.O.O.[S-2].[Na+].[Na+]. Given the product [N+:1]([C:4]1[C:5]([CH:13]=[CH2:14])=[C:6]([CH:7]=[CH:8][CH:9]=1)[NH2:10])([O-:3])=[O:2], predict the reactants needed to synthesize it. (6) Given the product [CH3:19][C:20]1[N:24]([CH2:25][CH2:26][CH2:27][N:28]2[C:9](=[O:11])[C:8]3[CH:7]=[C:6]([C:13]4[CH:18]=[CH:17][CH:16]=[CH:15][CH:14]=4)[S:5][C:4]=3[NH:1][C:2]2=[S:3])[CH:23]=[N:22][CH:21]=1, predict the reactants needed to synthesize it. The reactants are: [N:1]([C:4]1[S:5][C:6]([C:13]2[CH:18]=[CH:17][CH:16]=[CH:15][CH:14]=2)=[CH:7][C:8]=1[C:9]([O:11]C)=O)=[C:2]=[S:3].[CH3:19][C:20]1[N:24]([CH2:25][CH2:26][CH2:27][NH2:28])[CH:23]=[N:22][CH:21]=1. (7) Given the product [F:21][C:22]1[CH:28]=[CH:27][C:25]([NH:26][C:7]2[CH:8]=[C:9]3[C:4](=[CH:5][CH:6]=2)[N:3]=[C:2]([NH:20][CH2:19][C:17]2[O:18][C:14]([CH3:13])=[CH:15][CH:16]=2)[CH:11]=[CH:10]3)=[CH:24][CH:23]=1, predict the reactants needed to synthesize it. The reactants are: Cl[C:2]1[CH:11]=[CH:10][C:9]2[C:4](=[CH:5][CH:6]=[C:7](Cl)[CH:8]=2)[N:3]=1.[CH3:13][C:14]1[O:18][C:17]([CH2:19][NH2:20])=[CH:16][CH:15]=1.[F:21][C:22]1[CH:28]=[CH:27][C:25]([NH2:26])=[CH:24][CH:23]=1.